From a dataset of Reaction yield outcomes from USPTO patents with 853,638 reactions. Predict the reaction yield, written as a fraction of the theoretical maximum amount of product (1.0 means a 100% yield; for example, 0.34 means a 34% yield). The reactants are C(=O)([O-])[O-].[Cs+].[Cs+].[SH:7][C:8]1[CH:9]=[C:10]([CH2:14][C:15]([OH:17])=[O:16])[CH:11]=[CH:12][CH:13]=1.[Cl:18][C:19]([Cl:33])([Cl:32])[CH2:20][O:21][C:22](=[O:31])[C:23]1[CH:28]=[CH:27][CH:26]=[CH:25][C:24]=1[CH2:29]Br.O. The catalyst is CN(C=O)C. The product is [Cl:18][C:19]([Cl:32])([Cl:33])[CH2:20][O:21][C:22](=[O:31])[C:23]1[CH:28]=[CH:27][CH:26]=[CH:25][C:24]=1[CH2:29][S:7][C:8]1[CH:13]=[CH:12][CH:11]=[C:10]([CH2:14][C:15]([OH:17])=[O:16])[CH:9]=1. The yield is 1.00.